This data is from Reaction yield outcomes from USPTO patents with 853,638 reactions. The task is: Predict the reaction yield, written as a fraction of the theoretical maximum amount of product (1.0 means a 100% yield; for example, 0.34 means a 34% yield). (1) The reactants are [OH:1][C:2]1[CH:12]=[CH:11][C:5]([C:6]([O:8][CH2:9][CH3:10])=[O:7])=[CH:4][CH:3]=1.C(=O)([O-])[O-].[K+].[K+].[CH3:19][C:20]([CH3:24])=[CH:21][CH2:22]Cl. The catalyst is C(#N)C. The product is [CH3:19][C:20]([CH3:24])=[CH:21][CH2:22][O:1][C:2]1[CH:3]=[CH:4][C:5]([C:6]([O:8][CH2:9][CH3:10])=[O:7])=[CH:11][CH:12]=1. The yield is 0.950. (2) The reactants are [N:1]([C:4]([C:7]1[CH:12]=[CH:11][CH:10]=[C:9]([C:13]([CH3:15])=[CH2:14])[CH:8]=1)([CH3:6])[CH3:5])=C=O.[OH-].[K+]. The catalyst is CC(O)(C)C. The product is [C:13]([C:9]1[CH:8]=[C:7]([C:4]([NH2:1])([CH3:6])[CH3:5])[CH:12]=[CH:11][CH:10]=1)([CH3:15])=[CH2:14]. The yield is 0.630.